This data is from Reaction yield outcomes from USPTO patents with 853,638 reactions. The task is: Predict the reaction yield, written as a fraction of the theoretical maximum amount of product (1.0 means a 100% yield; for example, 0.34 means a 34% yield). (1) The reactants are [CH:1]1([CH2:7][C@H:8]([N:12]2[CH2:16][C:15]([O:17][C:18]3[CH:19]=[C:20]([CH3:24])[CH:21]=[CH:22][CH:23]=3)=[CH:14][C:13]2=[O:25])[C:9]([OH:11])=O)[CH2:6][CH2:5][CH2:4][CH2:3][CH2:2]1.Cl.[CH3:27]N(C)CCCN=C=NCC.C(N(CC)C(C)C)(C)C.ON1C2C=CC=CC=2N=N1.Cl.[OH:58][C@@H:59]([CH2:89]O)[CH2:60][N:61]1[CH:65]=[CH:64][C:63]([NH:66]C(=O)[C@@H](N2CC(OC3C=CC=C(Cl)C=3Cl)=CC2=O)CC(C)C)=[N:62]1. The catalyst is ClCCl.C(OCC)(=O)C. The product is [CH:1]1([CH2:7][C@H:8]([N:12]2[CH2:16][C:15]([O:17][C:18]3[CH:19]=[C:20]([CH3:24])[CH:21]=[CH:22][CH:23]=3)=[CH:14][C:13]2=[O:25])[C:9]([NH:66][C:63]2[CH:64]=[CH:65][N:61]([CH2:60][C:59]([OH:58])([CH3:89])[CH3:27])[N:62]=2)=[O:11])[CH2:6][CH2:5][CH2:4][CH2:3][CH2:2]1. The yield is 0.0800. (2) The yield is 0.220. The reactants are [NH2:1][C:2]1[CH:3]=[CH:4][CH:5]=[C:6]2[C:11]=1[N:10]=[CH:9][CH:8]=[CH:7]2.[CH3:12][C:13]1[N:18]=[C:17]([S:19](Cl)(=[O:21])=[O:20])[CH:16]=[CH:15][CH:14]=1.N1C=CC=CC=1. The product is [N:10]1[C:11]2[C:6](=[CH:5][CH:4]=[CH:3][C:2]=2[NH:1][S:19]([C:17]2[CH:16]=[CH:15][CH:14]=[C:13]([CH3:12])[N:18]=2)(=[O:21])=[O:20])[CH:7]=[CH:8][CH:9]=1. The catalyst is CN(C1C=CN=CC=1)C.C(Cl)Cl. (3) The reactants are [Cl:1][C:2]1[CH:7]=[CH:6][C:5]([O:8][CH2:9][CH:10]=[CH:11][CH3:12])=[C:4](I)[CH:3]=1.C(=O)([O-])[O-].[Na+].[Na+].C([O-])=O.[Na+].[Cl-].C([NH3+])CCC. The catalyst is C([O-])(=O)C.C([O-])(=O)C.[Pd+2].CN(C=O)C. The product is [Cl:1][C:2]1[CH:7]=[CH:6][C:5]2[O:8][CH:9]=[C:10]([CH2:11][CH3:12])[C:4]=2[CH:3]=1. The yield is 0.600. (4) The reactants are [CH2:1]([O:3][C:4](=[O:22])[CH2:5][NH:6][CH2:7][CH2:8][NH:9][S:10]([C:13]1[S:14][C:15]2[CH:21]=[CH:20][CH:19]=[CH:18][C:16]=2[N:17]=1)(=[O:12])=[O:11])[CH3:2].[CH3:23][O:24][C:25]1[CH:46]=[CH:45][C:28]([CH2:29][O:30][C:31]([NH:33][C:34]2[CH:39]=[CH:38][N:37]([CH2:40][C:41](O)=[O:42])[C:36](=[O:44])[N:35]=2)=[O:32])=[CH:27][CH:26]=1. No catalyst specified. The product is [CH2:1]([O:3][C:4](=[O:22])[CH2:5][N:6]([CH2:7][CH2:8][NH:9][S:10]([C:13]1[S:14][C:15]2[CH:21]=[CH:20][CH:19]=[CH:18][C:16]=2[N:17]=1)(=[O:12])=[O:11])[C:41](=[O:42])[CH2:40][N:37]1[CH:38]=[CH:39][C:34]([NH:33][C:31]([O:30][CH2:29][C:28]2[CH:45]=[CH:46][C:25]([O:24][CH3:23])=[CH:26][CH:27]=2)=[O:32])=[N:35][C:36]1=[O:44])[CH3:2]. The yield is 0.870. (5) The reactants are Cl.[C:2]1([CH:8]2[CH2:14][CH2:13][O:12][CH2:11][CH2:10][NH:9]2)[CH:7]=[CH:6][CH:5]=[CH:4][CH:3]=1.Cl[C:16]1[N:21]([CH3:22])[C:20](=[O:23])[CH:19]=[C:18]([C:24]2[CH:29]=[CH:28][N:27]=[CH:26][N:25]=2)[N:17]=1.C(N(CC)CC)C.O. The yield is 0.660. The product is [C:2]1([CH:8]2[CH2:14][CH2:13][O:12][CH2:11][CH2:10][N:9]2[C:16]2[N:21]([CH3:22])[C:20](=[O:23])[CH:19]=[C:18]([C:24]3[CH:29]=[CH:28][N:27]=[CH:26][N:25]=3)[N:17]=2)[CH:3]=[CH:4][CH:5]=[CH:6][CH:7]=1. The catalyst is O1CCCC1.